This data is from Forward reaction prediction with 1.9M reactions from USPTO patents (1976-2016). The task is: Predict the product of the given reaction. (1) Given the reactants [C:1](Cl)(=[O:3])[CH3:2].C(N[C@H:13]([C:18](O)=O)[CH2:14][CH:15]([CH3:17])[CH3:16])([O:7][C:8](C)(C)[CH3:9])=O.O.CN(C(ON1N=NC2C=CC=NC1=2)=[N+](C)C)C.F[P-](F)(F)(F)(F)F.CCN(C(C)C)C(C)C, predict the reaction product. The product is: [CH3:18][CH2:13][CH2:14][CH:15]([CH3:17])[CH3:16].[CH3:2][CH2:1][O:3][C:8]([CH3:9])=[O:7]. (2) Given the reactants [C:1]([OH:7])(=O)[CH2:2][CH2:3][CH2:4][CH3:5].CCN(CC)CC.CC(C)(C)C(Cl)=O.[CH3:22][C@H:23]1[C@@H:27]([C:28]2[CH:33]=[CH:32][CH:31]=[CH:30][CH:29]=2)[O:26][C:25](=[O:34])[NH:24]1.[Li+].[Cl-], predict the reaction product. The product is: [CH3:22][C@H:23]1[C@@H:27]([C:28]2[CH:33]=[CH:32][CH:31]=[CH:30][CH:29]=2)[O:26][C:25](=[O:34])[N:24]1[C:1](=[O:7])[CH2:2][CH2:3][CH2:4][CH3:5]. (3) Given the reactants [Br:1][C:2]1[CH:3]=[CH:4][C:5]([CH3:19])=[C:6]([CH:8]([C:10]2[S:11][C:12]3[CH:18]=[CH:17][CH:16]=[CH:15][C:13]=3[N:14]=2)[OH:9])[CH:7]=1.C1(C)C=CC=CC=1, predict the reaction product. The product is: [S:11]1[C:12]2[CH:18]=[CH:17][CH:16]=[CH:15][C:13]=2[N:14]=[C:10]1[C:8]([C:6]1[CH:7]=[C:2]([Br:1])[CH:3]=[CH:4][C:5]=1[CH3:19])=[O:9]. (4) Given the reactants [CH3:1][O:2][C:3]1[N:12]=[C:11]2[C:6]([N:7]=[C:8]([CH3:20])[C:9]3[N:10]2[CH:13]=[N:14][C:15]=3[C:16]([F:19])([F:18])[F:17])=[CH:5][CH:4]=1.[Br:21]N1C(=O)CCC1=O.S([O-])([O-])=O.[Na+].[Na+], predict the reaction product. The product is: [Br:21][C:13]1[N:10]2[C:11]3[C:6]([N:7]=[C:8]([CH3:20])[C:9]2=[C:15]([C:16]([F:17])([F:19])[F:18])[N:14]=1)=[CH:5][CH:4]=[C:3]([O:2][CH3:1])[N:12]=3.